Dataset: Full USPTO retrosynthesis dataset with 1.9M reactions from patents (1976-2016). Task: Predict the reactants needed to synthesize the given product. (1) The reactants are: [F:1][C:2]1[CH:11]=[C:10]2[C:5]([CH:6]=[CH:7][CH:8]=[N:9]2)=[CH:4][C:3]=1[CH2:12][N:13]1[C:17]2=[N:18][C:19]([C:22](=O)[CH3:23])=[CH:20][CH:21]=[C:16]2[N:15]=[N:14]1.C([O-])(=O)C.[Na+].Cl.[NH2:31][OH:32]. Given the product [F:1][C:2]1[CH:11]=[C:10]2[C:5]([CH:6]=[CH:7][CH:8]=[N:9]2)=[CH:4][C:3]=1[CH2:12][N:13]1[C:17]2=[N:18][C:19]([C:22](=[N:31][OH:32])[CH3:23])=[CH:20][CH:21]=[C:16]2[N:15]=[N:14]1, predict the reactants needed to synthesize it. (2) Given the product [NH2:48][C:41]1[C:42]2[C:47](=[CH:46][CH:45]=[CH:44][CH:43]=2)[C:38]([O:37][C:35]2[CH:34]=[CH:33][N:32]=[C:31]([NH:30][C:14]3[CH:13]=[C:12]([CH:17]=[C:16]([C:18]#[C:19][Si:20]([CH:27]([CH3:29])[CH3:28])([CH:24]([CH3:26])[CH3:25])[CH:21]([CH3:23])[CH3:22])[CH:15]=3)[C:10]([NH:9][CH2:8][CH2:7][N:4]3[CH2:3][CH2:2][O:1][CH2:6][CH2:5]3)=[O:11])[CH:36]=2)=[CH:39][CH:40]=1, predict the reactants needed to synthesize it. The reactants are: [O:1]1[CH2:6][CH2:5][N:4]([CH2:7][CH2:8][NH:9][C:10]([C:12]2[CH:13]=[C:14]([NH:30][C:31]3[CH:36]=[C:35]([O:37][C:38]4[C:47]5[C:42](=[CH:43][CH:44]=[CH:45][CH:46]=5)[C:41]([NH:48]C(=O)OC(C)(C)C)=[CH:40][CH:39]=4)[CH:34]=[CH:33][N:32]=3)[CH:15]=[C:16]([C:18]#[C:19][Si:20]([CH:27]([CH3:29])[CH3:28])([CH:24]([CH3:26])[CH3:25])[CH:21]([CH3:23])[CH3:22])[CH:17]=2)=[O:11])[CH2:3][CH2:2]1.C(O)(C(F)(F)F)=O. (3) Given the product [CH3:1][O:2][C:3]1[CH:4]=[C:5]([CH:6]([OH:7])[CH:11]=[CH2:12])[CH:8]=[CH:9][CH:10]=1, predict the reactants needed to synthesize it. The reactants are: [CH3:1][O:2][C:3]1[CH:4]=[C:5]([CH:8]=[CH:9][CH:10]=1)[CH:6]=[O:7].[CH:11]([Mg]Cl)=[CH2:12].